From a dataset of Forward reaction prediction with 1.9M reactions from USPTO patents (1976-2016). Predict the product of the given reaction. (1) Given the reactants I[Si](C)(C)C.[CH3:6][O:7][C:8]1[CH:13]=[CH:12][C:11]([C@H:14]2[CH2:23][CH2:22][CH2:21][C@@H:20]3[N:15]2[C:16](=[O:24])[CH2:17][CH2:18][CH2:19]3)=[CH:10][CH:9]=1.CN(C)CCN(C)C.[I:33]I.S([O-])([O-])(=O)=S.[Na+].[Na+], predict the reaction product. The product is: [I:33][CH:17]1[C:16](=[O:24])[N:15]2[C@@H:20]([CH2:21][CH2:22][CH2:23][C@@H:14]2[C:11]2[CH:10]=[CH:9][C:8]([O:7][CH3:6])=[CH:13][CH:12]=2)[CH2:19][CH2:18]1. (2) The product is: [N:1]1([C:10]2[N:15]=[C:14]([NH:16][CH2:20][C:21]3[CH:22]=[N:23][CH:24]=[CH:25][CH:26]=3)[C:13]([NH2:18])=[CH:12][CH:11]=2)[C:5]2[CH:6]=[CH:7][CH:8]=[CH:9][C:4]=2[N:3]=[CH:2]1. Given the reactants [N:1]1([C:10]2[N:15]=[C:14]3[N:16]([CH2:20][C:21]4[CH:22]=[N:23][CH:24]=[CH:25][CH:26]=4)C(=O)[NH:18][C:13]3=[CH:12][CH:11]=2)[C:5]2[CH:6]=[CH:7][CH:8]=[CH:9][C:4]=2[N:3]=[CH:2]1.N1(C2N=C3N(CC4C=NC=CC=4)C=NC3=CC=2)C2C=CC=CC=2N=C1.N1(C2N=C(NCC3C=NC=CC=3)C([N+]([O-])=O)=CC=2)C2C=CC=CC=2N=C1.[O-]S(S([O-])=O)=O.[Na+].[Na+], predict the reaction product. (3) Given the reactants [CH2:1]([C:3]1([CH2:11][O:12][CH3:13])[CH2:8][O:7][C:6]([CH3:10])([CH3:9])[O:5][CH2:4]1)[CH3:2].[CH2:14](OCC)C.C[Mg]I.[Cl-].[NH4+], predict the reaction product. The product is: [C:6]([O:7][CH2:8][C:3]([CH2:11][O:12][CH3:13])([CH2:1][CH3:2])[CH2:4][OH:5])([CH3:14])([CH3:10])[CH3:9]. (4) Given the reactants [Br:1][C:2]1[CH:7]=[CH:6][C:5]([Cl:8])=[CH:4][C:3]=1[C@H:9]([NH2:11])[CH3:10].[C:12](O[C:12]([O:14][C:15]([CH3:18])([CH3:17])[CH3:16])=[O:13])([O:14][C:15]([CH3:18])([CH3:17])[CH3:16])=[O:13], predict the reaction product. The product is: [C:15]([O:14][C:12](=[O:13])[NH:11][C@@H:9]([C:3]1[CH:4]=[C:5]([Cl:8])[CH:6]=[CH:7][C:2]=1[Br:1])[CH3:10])([CH3:18])([CH3:17])[CH3:16]. (5) Given the reactants [N+]([C:4]1[CH:11]=[CH:10][CH:9]=[C:8]([N+:12]([O-:14])=[O:13])[C:5]=1[C:6]#[N:7])([O-])=O.[CH:15]1([OH:20])[CH2:19][CH2:18][CH2:17][CH2:16]1, predict the reaction product. The product is: [N+:12]([C:8]1[CH:9]=[CH:10][CH:11]=[C:4]([O:20][CH:15]2[CH2:19][CH2:18][CH2:17][CH2:16]2)[C:5]=1[C:6]#[N:7])([O-:14])=[O:13]. (6) Given the reactants [CH2:1]([NH:8][C:9](=[O:35])[N:10]([C:12]1[C:21]2[C:16](=[CH:17][C:18]([O:33][CH3:34])=[C:19]([NH:22][C:23]([CH:25]3[CH2:29][CH2:28][CH2:27][N:26]3C([O-])=O)=[O:24])[CH:20]=2)[N:15]=[CH:14][N:13]=1)[CH3:11])[C:2]1[CH:7]=[CH:6][CH:5]=[CH:4][CH:3]=1.C(O)(C(F)(F)F)=O, predict the reaction product. The product is: [CH2:1]([NH:8][C:9](=[O:35])[N:10]([C:12]1[C:21]2[C:16](=[CH:17][C:18]([O:33][CH3:34])=[C:19]([NH:22][C:23]([C@@H:25]3[CH2:29][CH2:28][CH2:27][NH:26]3)=[O:24])[CH:20]=2)[N:15]=[CH:14][N:13]=1)[CH3:11])[C:2]1[CH:7]=[CH:6][CH:5]=[CH:4][CH:3]=1. (7) The product is: [Cl:24][C:25]1[CH:26]=[C:27]([NH:28][CH2:5][C:6]([NH:8][C:9]2[CH:14]=[C:13]([C:15]([F:18])([F:17])[F:16])[CH:12]=[C:11]([NH:19][C:20](=[O:23])[CH2:21][NH:8][C:9]3[CH:10]=[CH:11][CH:12]=[C:1]([Cl:3])[CH:14]=3)[CH:10]=2)=[O:7])[CH:29]=[CH:30][CH:31]=1. Given the reactants [CH2:1]([Cl:3])Cl.Br[CH2:5][C:6]([NH:8][C:9]1[CH:14]=[C:13]([C:15]([F:18])([F:17])[F:16])[CH:12]=[C:11]([NH:19][C:20](=[O:23])[CH2:21]Br)[CH:10]=1)=[O:7].[Cl:24][C:25]1[CH:26]=[C:27]([CH:29]=[CH:30][CH:31]=1)[NH2:28], predict the reaction product. (8) Given the reactants Br[C:2]1[CH:9]=[CH:8][CH:7]=[CH:6][C:3]=1[CH:4]=[O:5].[CH3:10][O:11][C:12]1[CH:17]=[CH:16][C:15]([C:18]#[CH:19])=[CH:14][CH:13]=1, predict the reaction product. The product is: [CH3:10][O:11][C:12]1[CH:17]=[CH:16][C:15]([C:18]#[C:19][C:2]2[CH:9]=[CH:8][CH:7]=[CH:6][C:3]=2[CH:4]=[O:5])=[CH:14][CH:13]=1. (9) Given the reactants Br[C:2]1[CH:3]=[C:4]([NH:10][CH2:11][C@@H:12]([NH:14][C:15](=[O:21])[O:16][C:17]([CH3:20])([CH3:19])[CH3:18])[CH3:13])[CH:5]=[N:6][C:7]=1[C:8]#[N:9].[NH2:22][C:23]1[CH:28]=[C:27]([CH3:29])[CH:26]=[C:25]([CH3:30])[N:24]=1.CC1(C)C2C(=C(P(C3C=CC=CC=3)C3C=CC=CC=3)C=CC=2)OC2C(P(C3C=CC=CC=3)C3C=CC=CC=3)=CC=CC1=2.C(=O)([O-])[O-].[Cs+].[Cs+], predict the reaction product. The product is: [C:8]([C:7]1[N:6]=[CH:5][C:4]([NH:10][CH2:11][C@@H:12]([NH:14][C:15](=[O:21])[O:16][C:17]([CH3:20])([CH3:19])[CH3:18])[CH3:13])=[CH:3][C:2]=1[NH:22][C:23]1[CH:28]=[C:27]([CH3:29])[CH:26]=[C:25]([CH3:30])[N:24]=1)#[N:9]. (10) Given the reactants C[C:2]1[CH:7]=[CH:6][CH:5]=[C:4]([N+:8]([CH3:11])([CH3:10])C)[C:3]=1[O:12][C:13]([N:15]([CH3:17])[CH3:16])=[O:14].[I-].[CH:19]1C=C([Cl:25])C=C(C(OO)=O)[CH:20]=1, predict the reaction product. The product is: [CH3:19][CH2:20][C:6]1[CH:7]=[CH:2][C:3]([O:12][C:13]([N:15]([CH3:16])[CH3:17])=[O:14])=[C:4]([NH+:8]([CH3:10])[CH3:11])[CH:5]=1.[Cl-:25].